Dataset: Forward reaction prediction with 1.9M reactions from USPTO patents (1976-2016). Task: Predict the product of the given reaction. (1) Given the reactants [Cl:1][C:2]1[CH:3]=[C:4]2[CH:10]=[C:9]([C:11]([OH:13])=O)[NH:8][C:5]2=[CH:6][N:7]=1.[NH2:14][CH2:15][CH:16]([C:18]1[CH:19]=[N:20][CH:21]=[CH:22][CH:23]=1)[OH:17].C1C=CC2N(O)N=NC=2C=1.CCN(C(C)C)C(C)C.CCN=C=NCCCN(C)C, predict the reaction product. The product is: [OH:17][CH:16]([C:18]1[CH:19]=[N:20][CH:21]=[CH:22][CH:23]=1)[CH2:15][NH:14][C:11]([C:9]1[NH:8][C:5]2=[CH:6][N:7]=[C:2]([Cl:1])[CH:3]=[C:4]2[CH:10]=1)=[O:13]. (2) Given the reactants [Cl:1][C:2]1[CH:7]=[CH:6][C:5]([C:8]([NH:10][CH2:11][C:12]2[S:16][C:15]([S:17](Cl)(=[O:19])=[O:18])=[CH:14][CH:13]=2)=[O:9])=[CH:4][CH:3]=1.[S:21]1[CH2:25][CH2:24][S:23][CH:22]1[C:26]1[CH:31]=[CH:30][C:29]([C:32]2[S:33][CH:34]=[C:35]([C:37]([NH:39][NH2:40])=[O:38])[N:36]=2)=[CH:28][CH:27]=1.N1C=CC=CC=1, predict the reaction product. The product is: [Cl:1][C:2]1[CH:7]=[CH:6][C:5]([C:8]([NH:10][CH2:11][C:12]2[S:16][C:15]([S:17]([NH:40][NH:39][C:37]([C:35]3[N:36]=[C:32]([C:29]4[CH:28]=[CH:27][C:26]([CH:22]5[S:21][CH2:25][CH2:24][S:23]5)=[CH:31][CH:30]=4)[S:33][CH:34]=3)=[O:38])(=[O:19])=[O:18])=[CH:14][CH:13]=2)=[O:9])=[CH:4][CH:3]=1. (3) Given the reactants C[O:2][C:3](=[O:12])[C:4]1[CH:9]=[CH:8][CH:7]=[C:6]([CH2:10]Br)[CH:5]=1.[C:13](=O)([O-])[O-:14].[K+].[K+], predict the reaction product. The product is: [CH3:13][O:14][CH2:10][C:6]1[CH:5]=[C:4]([CH:9]=[CH:8][CH:7]=1)[C:3]([OH:2])=[O:12].